Dataset: Reaction yield outcomes from USPTO patents with 853,638 reactions. Task: Predict the reaction yield, written as a fraction of the theoretical maximum amount of product (1.0 means a 100% yield; for example, 0.34 means a 34% yield). (1) The reactants are [CH:1]1([NH2:4])[CH2:3][CH2:2]1.CN(C)/[CH:7]=[C:8](\[N+:14]#[C-:15])/[C:9]([O:11][CH2:12][CH3:13])=[O:10]. The catalyst is CCCCO.C([O-])(O)=O.[Na+].CCOC(C)=O. The product is [CH:1]1([N:4]2[CH:7]=[C:8]([C:9]([O:11][CH2:12][CH3:13])=[O:10])[N:14]=[CH:15]2)[CH2:3][CH2:2]1. The yield is 0.680. (2) The reactants are [Cl:1][C:2]1[CH:7]=[CH:6][N:5]2[N:8]=[C:9]([C:16]3[CH:21]=[CH:20][C:19]([F:22])=[CH:18][CH:17]=3)[C:10]([C:11](=O)[C:12]#[C:13]C)=[C:4]2[CH:3]=1.[N+]([O-])(O)=O.[C:27]1([NH:33][C:34]([NH2:36])=[NH:35])[CH:32]=[CH:31][CH:30]=[CH:29][CH:28]=1.C(=O)([O-])[O-].[K+].[K+]. The catalyst is CN1CCCC1=O. The product is [Cl:1][C:2]1[CH:7]=[CH:6][N:5]2[N:8]=[C:9]([C:16]3[CH:17]=[CH:18][C:19]([F:22])=[CH:20][CH:21]=3)[C:10]([C:11]3[CH:12]=[CH:13][N:36]=[C:34]([NH:33][C:27]4[CH:32]=[CH:31][CH:30]=[CH:29][CH:28]=4)[N:35]=3)=[C:4]2[CH:3]=1. The yield is 0.360.